From a dataset of Catalyst prediction with 721,799 reactions and 888 catalyst types from USPTO. Predict which catalyst facilitates the given reaction. Reactant: [CH3:1][O:2][C:3]1[CH:4]=[C:5]2[C:10](=[CH:11][C:12]=1[O:13][CH3:14])[N:9]=[CH:8][CH:7]=[C:6]2[O:15][C:16]1[CH:22]=[CH:21][C:19]([NH2:20])=[CH:18][CH:17]=1.Cl[C:24](Cl)([O:26][C:27](=[O:33])OC(Cl)(Cl)Cl)Cl.[CH2:35](O)[CH2:36][CH2:37][CH:38]=C.C(=O)(O)[O-].[Na+]. Product: [CH3:1][O:2][C:3]1[CH:4]=[C:5]2[C:10](=[CH:11][C:12]=1[O:13][CH3:14])[N:9]=[CH:8][CH:7]=[C:6]2[O:15][C:16]1[CH:22]=[CH:21][C:19]([NH:20][C:27](=[O:33])[O:26][CH2:24][CH2:38][CH2:37][CH:36]=[CH2:35])=[CH:18][CH:17]=1. The catalyst class is: 208.